This data is from CYP2C9 inhibition data for predicting drug metabolism from PubChem BioAssay. The task is: Regression/Classification. Given a drug SMILES string, predict its absorption, distribution, metabolism, or excretion properties. Task type varies by dataset: regression for continuous measurements (e.g., permeability, clearance, half-life) or binary classification for categorical outcomes (e.g., BBB penetration, CYP inhibition). Dataset: cyp2c9_veith. The compound is COc1cc(C)cc(OC)c1/C=C\C(=O)O. The result is 0 (non-inhibitor).